This data is from Forward reaction prediction with 1.9M reactions from USPTO patents (1976-2016). The task is: Predict the product of the given reaction. Given the reactants [S:1]1[C:5]2[CH:6]=[CH:7][CH:8]=[C:9]([O:10][C:11]3[CH:16]=[CH:15][C:14]([NH:17][C:18]4[C:19]5[N:26]([CH2:27][CH2:28][NH:29][C:30](=[O:32])[CH3:31])[CH:25]=[CH:24][C:20]=5[N:21]=[CH:22][N:23]=4)=[CH:13][C:12]=3[Cl:33])[C:4]=2[CH:3]=[N:2]1.[CH3:34][S:35]([OH:38])(=[O:37])=[O:36].C(OCC)C, predict the reaction product. The product is: [CH3:34][S:35]([OH:38])(=[O:37])=[O:36].[S:1]1[C:5]2[CH:6]=[CH:7][CH:8]=[C:9]([O:10][C:11]3[CH:16]=[CH:15][C:14]([NH:17][C:18]4[C:19]5[N:26]([CH2:27][CH2:28][NH:29][C:30](=[O:32])[CH3:31])[CH:25]=[CH:24][C:20]=5[N:21]=[CH:22][N:23]=4)=[CH:13][C:12]=3[Cl:33])[C:4]=2[CH:3]=[N:2]1.